From a dataset of Reaction yield outcomes from USPTO patents with 853,638 reactions. Predict the reaction yield, written as a fraction of the theoretical maximum amount of product (1.0 means a 100% yield; for example, 0.34 means a 34% yield). (1) The reactants are [F:1][C:2]1[CH:3]=[C:4]([C:8]2[C:9]([N:17]3[CH2:22][CH2:21][N:20](C(OC(C)(C)C)=O)[CH2:19][CH2:18]3)=[C:10]3[CH:16]=[CH:15][NH:14][C:11]3=[N:12][CH:13]=2)[CH:5]=[CH:6][CH:7]=1.C(O)(C(F)(F)F)=O.C1(N)C(F)=C(F)C(F)=C(N)C=1F.Cl.Cl. The catalyst is C(Cl)Cl. The product is [F:1][C:2]1[CH:3]=[C:4]([C:8]2[C:9]([N:17]3[CH2:18][CH2:19][NH:20][CH2:21][CH2:22]3)=[C:10]3[CH:16]=[CH:15][NH:14][C:11]3=[N:12][CH:13]=2)[CH:5]=[CH:6][CH:7]=1. The yield is 0.958. (2) No catalyst specified. The yield is 0.240. The product is [CH:50]1([N:16]([CH2:15][CH2:14][OH:13])[CH2:17][CH2:18][CH2:19][O:20][C:21]2[CH:30]=[C:29]3[C:24]([C:25]([NH:31][C:32]4[CH:36]=[C:35]([CH2:37][C:38]([NH:40][C:41]5[CH:46]=[CH:45][CH:44]=[C:43]([F:47])[CH:42]=5)=[O:39])[NH:34][N:33]=4)=[N:26][CH:27]=[N:28]3)=[CH:23][C:22]=2[O:48][CH3:49])[CH2:53][CH2:52][CH2:51]1. The reactants are P([O:13][CH2:14][CH2:15][N:16]([CH:50]1[CH2:53][CH2:52][CH2:51]1)[CH2:17][CH2:18][CH2:19][O:20][C:21]1[CH:30]=[C:29]2[C:24]([C:25]([NH:31][C:32]3[CH:36]=[C:35]([CH2:37][C:38]([NH:40][C:41]4[CH:46]=[CH:45][CH:44]=[C:43]([F:47])[CH:42]=4)=[O:39])[NH:34][N:33]=3)=[N:26][CH:27]=[N:28]2)=[CH:23][C:22]=1[O:48][CH3:49])(OC(C)(C)C)(OC(C)(C)C)=O.C1(NCCO)CCC1.